From a dataset of Full USPTO retrosynthesis dataset with 1.9M reactions from patents (1976-2016). Predict the reactants needed to synthesize the given product. (1) Given the product [C:18]([NH:17][CH:14]1[CH2:15][CH2:16][NH:11][CH2:12][CH2:13]1)([O:20][C:21]([CH3:24])([CH3:23])[CH3:22])=[O:19], predict the reactants needed to synthesize it. The reactants are: C([N:11]1[CH2:16][CH2:15][CH:14]([NH:17][C:18]([O:20][C:21]([CH3:24])([CH3:23])[CH3:22])=[O:19])[CH2:13][CH2:12]1)(OCC1C=CC=CC=1)=O. (2) Given the product [Cl:8][C:7]1[C:2]([C:11]2[CH:12]=[CH:13][CH:14]=[C:15]([N+:16]([O-:18])=[O:17])[C:10]=2[F:9])=[N:3][CH:4]=[CH:5][CH:6]=1, predict the reactants needed to synthesize it. The reactants are: Br[C:2]1[C:7]([Cl:8])=[CH:6][CH:5]=[CH:4][N:3]=1.[F:9][C:10]1[C:15]([N+:16]([O-:18])=[O:17])=[CH:14][CH:13]=[CH:12][C:11]=1B1OC(C)(C)C(C)(C)O1.C(=O)([O-])[O-].[K+].[K+]. (3) Given the product [F:1][C:2]1[CH:28]=[CH:27][C:5]([O:6][C:7]2[CH:8]=[CH:9][C:10]([NH:13][C:14]3[C:23]4[C:18](=[CH:19][C:20]([O:25][CH3:26])=[C:21]([NH:24][C:38](=[O:39])[CH2:37][P:32](=[O:33])([O:34][CH2:35][CH3:36])[O:31][CH2:29][CH3:30])[CH:22]=4)[N:17]=[CH:16][N:15]=3)=[CH:11][CH:12]=2)=[CH:4][CH:3]=1, predict the reactants needed to synthesize it. The reactants are: [F:1][C:2]1[CH:28]=[CH:27][C:5]([O:6][C:7]2[CH:12]=[CH:11][C:10]([NH:13][C:14]3[C:23]4[C:18](=[CH:19][C:20]([O:25][CH3:26])=[C:21]([NH2:24])[CH:22]=4)[N:17]=[CH:16][N:15]=3)=[CH:9][CH:8]=2)=[CH:4][CH:3]=1.[CH2:29]([O:31][P:32]([CH2:37][C:38](O)=[O:39])([O:34][CH2:35][CH3:36])=[O:33])[CH3:30].CCN=C=NCCCN(C)C.Cl.CCN(C(C)C)C(C)C. (4) The reactants are: Br[C:2]1[CH:3]=[C:4]2[C:8](=[CH:9][CH:10]=1)[NH:7][N:6]=[C:5]2[CH2:11][CH3:12].C([Li])(C)(C)C.CCCCC.CN(C)[CH:25]=[O:26]. Given the product [CH2:11]([C:5]1[C:4]2[C:8](=[CH:9][CH:10]=[C:2]([CH:25]=[O:26])[CH:3]=2)[NH:7][N:6]=1)[CH3:12], predict the reactants needed to synthesize it.